From a dataset of Forward reaction prediction with 1.9M reactions from USPTO patents (1976-2016). Predict the product of the given reaction. (1) Given the reactants [Cl:1][C:2]1[CH:3]=[C:4]([C:9]2[N:14]=[C:13]([CH3:15])[N:12]=[C:11](O)[C:10]=2[C:17]#[N:18])[CH:5]=[CH:6][C:7]=1[Cl:8].O=P(Cl)(Cl)[Cl:21].C(=O)([O-])[O-].[K+].[K+], predict the reaction product. The product is: [Cl:1][C:2]1[CH:3]=[C:4]([C:9]2[N:14]=[C:13]([CH3:15])[N:12]=[C:11]([Cl:21])[C:10]=2[C:17]#[N:18])[CH:5]=[CH:6][C:7]=1[Cl:8]. (2) The product is: [F:1][C@H:2]1[C@@H:7]([O:8][CH3:9])[CH2:6][CH2:5][N:4]([C:10]2[N:15]=[C:14]([NH:16][C:17]3[N:22]=[CH:21][C:20]4[N:23]=[C:24]([C@H:32]([OH:34])[CH3:33])[N:25]([C@@H:26]([CH3:31])[C:27]([F:30])([F:29])[F:28])[C:19]=4[CH:18]=3)[CH:13]=[CH:12][N:11]=2)[CH2:3]1. Given the reactants [F:1][C@H:2]1[C@@H:7]([O:8][CH3:9])[CH2:6][CH2:5][N:4]([C:10]2[N:15]=[C:14]([NH:16][C:17]3[N:22]=[CH:21][C:20]4[N:23]=[C:24]([C@H:32]([O:34]C5CCCCO5)[CH3:33])[N:25]([C@@H:26]([CH3:31])[C:27]([F:30])([F:29])[F:28])[C:19]=4[CH:18]=3)[CH:13]=[CH:12][N:11]=2)[CH2:3]1, predict the reaction product. (3) Given the reactants C(C1[N:8]=[CH:7][CH:6]=[CH:5][N:4]=1)#N.[OH-:9].[Na+:10].[CH2:11]([OH:13])[CH3:12], predict the reaction product. The product is: [N:8]1[CH:7]=[CH:6][CH:5]=[N:4][C:12]=1[C:11]([O-:9])=[O:13].[Na+:10]. (4) Given the reactants Br[CH2:2]/[CH:3]=[CH:4]/[C:5]([NH:7][C:8]1[CH:9]=[C:10]2[C:15](=[CH:16][C:17]=1[O:18][CH2:19][CH2:20][O:21][CH3:22])[N:14]=[CH:13][N:12]=[C:11]2[NH:23][C:24]1[CH:29]=[CH:28][C:27]([F:30])=[C:26]([Cl:31])[CH:25]=1)=[O:6].C(N(C(C)C)CC)(C)C.[O:41]1[C@H:46]2[CH2:47][NH:48][CH2:49][C@H:45]2[O:44][CH2:43][CH2:42]1.O, predict the reaction product. The product is: [Cl:31][C:26]1[CH:25]=[C:24]([NH:23][C:11]2[C:10]3[C:15](=[CH:16][C:17]([O:18][CH2:19][CH2:20][O:21][CH3:22])=[C:8]([NH:7][C:5](=[O:6])/[CH:4]=[CH:3]/[CH2:2][N:48]4[CH2:47][C@H:46]5[O:41][CH2:42][CH2:43][O:44][C@H:45]5[CH2:49]4)[CH:9]=3)[N:14]=[CH:13][N:12]=2)[CH:29]=[CH:28][C:27]=1[F:30]. (5) Given the reactants [CH:1]1([NH:7][C:8]2[C:13]([C:14]3[CH2:18][C:17]([CH2:21][CH2:22][OH:23])([CH2:19][OH:20])[O:16][N:15]=3)=[CH:12][N:11]=[C:10]3[N:24]([CH2:27][CH3:28])[N:25]=[CH:26][C:9]=23)[CH2:6][CH2:5][CH2:4][CH2:3][CH2:2]1.C(N(CC)CC)C.[CH3:36][S:37](Cl)(=[O:39])=[O:38], predict the reaction product. The product is: [CH3:36][S:37]([O:20][CH2:19][C:17]1([CH2:21][CH2:22][O:23][S:37]([CH3:36])(=[O:39])=[O:38])[O:16][N:15]=[C:14]([C:13]2[C:8]([NH:7][CH:1]3[CH2:6][CH2:5][CH2:4][CH2:3][CH2:2]3)=[C:9]3[CH:26]=[N:25][N:24]([CH2:27][CH3:28])[C:10]3=[N:11][CH:12]=2)[CH2:18]1)(=[O:39])=[O:38]. (6) Given the reactants Cl.[F:2][C:3]1([F:8])[CH2:7][CH2:6][NH:5][CH2:4]1.[Cl:9][C:10]1[CH:15]=[C:14]([Cl:16])[CH:13]=[CH:12][C:11]=1[N:17]1[C:25]2[CH2:24][CH2:23][N:22]([N:26]3[CH2:31][CH2:30][CH2:29][CH2:28][CH2:27]3)[C:21](=[O:32])[C:20]=2[C:19]([CH3:33])=[C:18]1[C:34]1[CH:41]=[CH:40][C:37]([CH:38]=O)=[CH:36][CH:35]=1.C(O[BH-](OC(=O)C)OC(=O)C)(=O)C.[Na+].O, predict the reaction product. The product is: [Cl:9][C:10]1[CH:15]=[C:14]([Cl:16])[CH:13]=[CH:12][C:11]=1[N:17]1[C:25]2[CH2:24][CH2:23][N:22]([N:26]3[CH2:27][CH2:28][CH2:29][CH2:30][CH2:31]3)[C:21](=[O:32])[C:20]=2[C:19]([CH3:33])=[C:18]1[C:34]1[CH:35]=[CH:36][C:37]([CH2:38][N:5]2[CH2:6][CH2:7][C:3]([F:8])([F:2])[CH2:4]2)=[CH:40][CH:41]=1.